This data is from Reaction yield outcomes from USPTO patents with 853,638 reactions. The task is: Predict the reaction yield, written as a fraction of the theoretical maximum amount of product (1.0 means a 100% yield; for example, 0.34 means a 34% yield). (1) The product is [CH:1]([C:4]1[CH:9]=[CH:8][C:7]([S:10]([NH:13][C:14]2[CH:15]=[C:16]3[O:23][CH2:22][CH:21]([NH:24][CH2:25][CH2:26][CH3:27])[CH2:20][C:17]3=[N:18][CH:19]=2)(=[O:12])=[O:11])=[CH:6][CH:5]=1)([CH3:3])[CH3:2]. The catalyst is C1COCC1. The yield is 0.610. The reactants are [CH:1]([C:4]1[CH:9]=[CH:8][C:7]([S:10]([NH:13][C:14]2[CH:15]=[C:16]3[O:23][CH2:22][CH:21]([NH:24][C:25](=O)[CH2:26][CH3:27])[CH2:20][C:17]3=[N:18][CH:19]=2)(=[O:12])=[O:11])=[CH:6][CH:5]=1)([CH3:3])[CH3:2].B.C1COCC1. (2) The yield is 0.810. The reactants are C(OC([N:8]1[CH2:13][CH2:12][CH2:11][CH:10]([CH2:14][NH:15][C@:16]23[CH2:50][CH2:49][C@@H:48]([C:51]([CH3:53])=[CH2:52])[C@@H:17]2[C@@H:18]2[C@@:31]([CH3:34])([CH2:32][CH2:33]3)[C@@:30]3([CH3:35])[C@@H:21]([C@:22]4([CH3:47])[C@@H:27]([CH2:28][CH2:29]3)[C:26]([CH3:37])([CH3:36])[C:25]([C:38]3[CH:46]=[CH:45][C:41]([C:42]([OH:44])=[O:43])=[CH:40][CH:39]=3)=[CH:24][CH2:23]4)[CH2:20][CH2:19]2)[CH2:9]1)=O)(C)(C)C.C(O)(C(F)(F)F)=O. The catalyst is C(Cl)Cl. The product is [CH3:34][C@:31]12[C@@:30]3([CH3:35])[C@@H:21]([C@:22]4([CH3:47])[C@@H:27]([CH2:28][CH2:29]3)[C:26]([CH3:36])([CH3:37])[C:25]([C:38]3[CH:46]=[CH:45][C:41]([C:42]([OH:44])=[O:43])=[CH:40][CH:39]=3)=[CH:24][CH2:23]4)[CH2:20][CH2:19][C@@H:18]1[C@H:17]1[C@H:48]([C:51]([CH3:53])=[CH2:52])[CH2:49][CH2:50][C@:16]1([NH:15][CH2:14][CH:10]1[CH2:11][CH2:12][CH2:13][NH:8][CH2:9]1)[CH2:33][CH2:32]2. (3) The reactants are [CH2:1]([O:8][C:9]1[CH:10]=[CH:11][C:12]2[O:16][C:15]([CH:17]([NH:24][C:25]3[CH:30]=[CH:29][C:28]([C:31]([NH:33][CH2:34][CH2:35][C:36]([O:38]CC)=[O:37])=[O:32])=[CH:27][CH:26]=3)[CH:18]3[CH2:23][CH2:22][CH2:21][CH2:20][CH2:19]3)=[C:14]([CH3:41])[C:13]=2[CH:42]=1)[C:2]1[CH:7]=[CH:6][CH:5]=[CH:4][CH:3]=1.[OH-].[Na+].[CH2:45](O)C. No catalyst specified. The product is [CH2:1]([O:8][C:9]1[CH:10]=[CH:11][C:12]2[O:16][C:15]([CH:17]([NH:24][C:25]3[CH:26]=[CH:27][C:28]([C:31]([N:33]([CH3:45])[CH2:34][CH2:35][C:36]([OH:38])=[O:37])=[O:32])=[CH:29][CH:30]=3)[CH:18]3[CH2:19][CH2:20][CH2:21][CH2:22][CH2:23]3)=[C:14]([CH3:41])[C:13]=2[CH:42]=1)[C:2]1[CH:3]=[CH:4][CH:5]=[CH:6][CH:7]=1. The yield is 0.940. (4) The reactants are C([N:8]1[CH2:13][CH2:12][N:11]([C:14]([O:16][C:17]([CH3:20])([CH3:19])[CH3:18])=[O:15])[C@H:10]([CH:21]([CH3:23])[CH3:22])[C:9]1=[O:24])C1C=CC=CC=1. The catalyst is C1COCC1. The product is [CH:21]([CH:10]1[C:9](=[O:24])[NH:8][CH2:13][CH2:12][N:11]1[C:14]([O:16][C:17]([CH3:19])([CH3:18])[CH3:20])=[O:15])([CH3:23])[CH3:22]. The yield is 0.590. (5) The reactants are [CH2:1]([O:3][C:4]1[C:9]2[NH:10][C:11](=[O:13])[O:12][C:8]=2[CH:7]=[C:6]([CH:14]=O)[CH:5]=1)[CH3:2].[C:16]1([C:22](=O)[CH2:23][C:24]2[CH:29]=[CH:28][CH:27]=[CH:26][CH:25]=2)[CH:21]=[CH:20][CH:19]=[CH:18][CH:17]=1.[NH2:31][C:32]([NH2:34])=[O:33].Cl. The catalyst is C(O)C. The product is [CH2:1]([O:3][C:4]1[C:9]2[NH:10][C:11](=[O:13])[O:12][C:8]=2[CH:7]=[C:6]([CH:14]2[C:23]([C:24]3[CH:29]=[CH:28][CH:27]=[CH:26][CH:25]=3)=[C:22]([C:16]3[CH:21]=[CH:20][CH:19]=[CH:18][CH:17]=3)[NH:34][C:32](=[O:33])[NH:31]2)[CH:5]=1)[CH3:2]. The yield is 0.220. (6) The reactants are Br[C:2]1[CH:7]=[C:6]([CH3:8])[C:5]([NH:9][C:10]([NH:12][C:13]2[C:14]([C:23]([NH:25][C@@H:26]([CH:31]3[CH2:36][CH2:35][CH2:34][CH2:33][CH2:32]3)[C:27]([O:29][CH3:30])=[O:28])=[O:24])=[CH:15][C:16]3[C:21]([CH:22]=2)=[CH:20][CH:19]=[CH:18][CH:17]=3)=[O:11])=[C:4]([CH3:37])[CH:3]=1.[CH2:38]([Sn](CCCC)(CCCC)CC#C)[CH2:39][CH2:40]C. The catalyst is C(#N)C.C1C=CC([P]([Pd]([P](C2C=CC=CC=2)(C2C=CC=CC=2)C2C=CC=CC=2)([P](C2C=CC=CC=2)(C2C=CC=CC=2)C2C=CC=CC=2)[P](C2C=CC=CC=2)(C2C=CC=CC=2)C2C=CC=CC=2)(C2C=CC=CC=2)C2C=CC=CC=2)=CC=1. The product is [CH:31]1([C@H:26]([NH:25][C:23]([C:14]2[C:13]([NH:12][C:10]([NH:9][C:5]3[C:4]([CH3:37])=[CH:3][C:2]([CH2:40][C:39]#[CH:38])=[CH:7][C:6]=3[CH3:8])=[O:11])=[CH:22][C:21]3[C:16](=[CH:17][CH:18]=[CH:19][CH:20]=3)[CH:15]=2)=[O:24])[C:27]([O:29][CH3:30])=[O:28])[CH2:36][CH2:35][CH2:34][CH2:33][CH2:32]1. The yield is 0.410. (7) The yield is 0.610. The catalyst is C1COCC1. The reactants are C([Mg]Cl)(C)C.Br[C:7]1[CH:12]=[C:11]([O:13][C:14]2[CH:19]=[CH:18][CH:17]=[CH:16][C:15]=2[O:20][CH3:21])[C:10]([Cl:22])=[CH:9][C:8]=1[F:23].[C:24](OCC)(=[O:30])[C:25]([O:27][CH2:28][CH3:29])=[O:26].[Cl-].[NH4+]. The product is [Cl:22][C:10]1[C:11]([O:13][C:14]2[CH:19]=[CH:18][CH:17]=[CH:16][C:15]=2[O:20][CH3:21])=[CH:12][C:7]([C:24](=[O:30])[C:25]([O:27][CH2:28][CH3:29])=[O:26])=[C:8]([F:23])[CH:9]=1.